This data is from Forward reaction prediction with 1.9M reactions from USPTO patents (1976-2016). The task is: Predict the product of the given reaction. (1) Given the reactants [CH3:1][O:2][C:3]1[CH:4]=[C:5]([C:9]2[NH:10][C:11](=S)[N:12]([C:14]3[CH:19]=[CH:18][C:17]([O:20][CH3:21])=[CH:16][CH:15]=3)[CH:13]=2)[CH:6]=[CH:7][CH:8]=1.N([O-])=O.[Na+], predict the reaction product. The product is: [CH3:1][O:2][C:3]1[CH:4]=[C:5]([C:9]2[N:10]=[CH:11][N:12]([C:14]3[CH:15]=[CH:16][C:17]([O:20][CH3:21])=[CH:18][CH:19]=3)[CH:13]=2)[CH:6]=[CH:7][CH:8]=1. (2) Given the reactants [Cl:1][C:2]1[C:3]([CH3:28])=[CH:4][C:5]2[N:11]=[C:10]([C:12]3[CH:17]=[CH:16][CH:15]=[C:14]([C:18]4[CH:23]=[CH:22][N:21]=[C:20]([CH2:24]O)[CH:19]=4)[CH:13]=3)[CH2:9][C:8](=[O:26])[NH:7][C:6]=2[CH:27]=1.S(Cl)(Cl)=O.[Cl-].[CH:34]1([NH2:37])[CH2:36][CH2:35]1, predict the reaction product. The product is: [Cl:1][C:2]1[C:3]([CH3:28])=[CH:4][C:5]2[N:11]=[C:10]([C:12]3[CH:17]=[CH:16][CH:15]=[C:14]([C:18]4[CH:23]=[CH:22][N:21]=[C:20]([CH2:24][NH:37][CH:34]5[CH2:36][CH2:35]5)[CH:19]=4)[CH:13]=3)[CH2:9][C:8](=[O:26])[NH:7][C:6]=2[CH:27]=1. (3) Given the reactants [C:1]([O:5][C:6]([N:8]1[CH2:13][CH2:12][CH:11]([O:14][C:15]2[CH:20]=[CH:19][C:18]([Br:21])=[C:17]([F:22])[C:16]=2C=O)[CH2:10][CH2:9]1)=[O:7])([CH3:4])([CH3:3])[CH3:2].C(O[C:30]([N:32]1CCC(COC2C=CC(I)=CC=2C=O)[CH2:34][CH2:33]1)=O)(C)(C)C.[CH3:49][Si:50](N[Si](C)(C)C)([CH3:52])[CH3:51].C([Li])CCC.C[Si](Cl)(C)C.C(N(CC)CC)C.C(Cl)(=[O:77])C, predict the reaction product. The product is: [Br:21][C:18]1[C:17]([F:22])=[C:16]([CH:30]=[N:32][C:33]([O:77][Si:50]([CH3:52])([CH3:51])[CH3:49])=[CH2:34])[C:15]([O:14][CH:11]2[CH2:12][CH2:13][N:8]([C:6]([O:5][C:1]([CH3:4])([CH3:2])[CH3:3])=[O:7])[CH2:9][CH2:10]2)=[CH:20][CH:19]=1. (4) Given the reactants Cl.[CH:2]1([CH2:5][O:6][C:7]2[CH:12]=[C:11]([F:13])[C:10]([CH3:14])=[CH:9][C:8]=2[C:15]2[C:16]3[NH:23][C:22]([CH3:24])=[C:21]([C:25]([NH:27][CH:28]4[CH2:33][CH2:32][NH:31][CH2:30][CH2:29]4)=[O:26])[C:17]=3[N:18]=[CH:19][N:20]=2)[CH2:4][CH2:3]1.C([O:37][CH2:38][C:39](Cl)=[O:40])(=O)C, predict the reaction product. The product is: [CH:2]1([CH2:5][O:6][C:7]2[CH:12]=[C:11]([F:13])[C:10]([CH3:14])=[CH:9][C:8]=2[C:15]2[C:16]3[NH:23][C:22]([CH3:24])=[C:21]([C:25]([NH:27][CH:28]4[CH2:29][CH2:30][N:31]([C:38](=[O:37])[CH2:39][OH:40])[CH2:32][CH2:33]4)=[O:26])[C:17]=3[N:18]=[CH:19][N:20]=2)[CH2:4][CH2:3]1. (5) Given the reactants [O-]P([O-])([O-])=O.[K+].[K+].[K+].CC(C1C=C(C(C)C)C(C2C=CC=CC=2P(C2CCCCC2)C2CCCCC2)=C(C(C)C)C=1)C.CC1(C)C(C)(C)OB([C:51]2[NH:59][C:58]3[CH2:57][CH2:56][NH:55][C:54](=[O:60])[C:53]=3[CH:52]=2)O1.Br[C:63]1[CH:64]=[CH:65][CH:66]=[C:67]2[C:72]=1[N:71]=[C:70]([NH:73][CH:74]([CH3:76])[CH3:75])[N:69]([C:77]1[CH:82]=[CH:81][CH:80]=[CH:79][N:78]=1)[C:68]2=[O:83], predict the reaction product. The product is: [CH3:76][CH:74]([NH:73][C:70]1[N:69]([C:77]2[CH:82]=[CH:81][CH:80]=[CH:79][N:78]=2)[C:68](=[O:83])[C:67]2[C:72](=[C:63]([C:51]3[NH:59][C:58]4[CH2:57][CH2:56][NH:55][C:54](=[O:60])[C:53]=4[CH:52]=3)[CH:64]=[CH:65][CH:66]=2)[N:71]=1)[CH3:75]. (6) The product is: [CH2:9]([O:11][C:12]([C:14]1[N:15]=[C:16]2[CH:21]=[CH:20][CH:19]=[C:18]([CH3:22])[N:17]2[C:23]=1[Br:1])=[O:13])[CH3:10]. Given the reactants [Br:1]N1C(=O)CCC1=O.[CH2:9]([O:11][C:12]([C:14]1[N:15]=[C:16]2[CH:21]=[CH:20][CH:19]=[C:18]([CH3:22])[N:17]2[CH:23]=1)=[O:13])[CH3:10], predict the reaction product.